From a dataset of Peptide-MHC class I binding affinity with 185,985 pairs from IEDB/IMGT. Regression. Given a peptide amino acid sequence and an MHC pseudo amino acid sequence, predict their binding affinity value. This is MHC class I binding data. (1) The peptide sequence is RYWYLNHTV. The MHC is HLA-A24:02 with pseudo-sequence HLA-A24:02. The binding affinity (normalized) is 0.599. (2) The peptide sequence is YMLWNSWLS. The MHC is HLA-A24:03 with pseudo-sequence HLA-A24:03. The binding affinity (normalized) is 0.234. (3) The binding affinity (normalized) is 0.261. The MHC is Patr-A0901 with pseudo-sequence Patr-A0901. The peptide sequence is PYFVRVQGL. (4) The peptide sequence is ITTLLNETAK. The MHC is HLA-A31:01 with pseudo-sequence HLA-A31:01. The binding affinity (normalized) is 0.143. (5) The peptide sequence is LLVDLLWLL. The MHC is HLA-A33:01 with pseudo-sequence HLA-A33:01. The binding affinity (normalized) is 0.157.